This data is from NCI-60 drug combinations with 297,098 pairs across 59 cell lines. The task is: Regression. Given two drug SMILES strings and cell line genomic features, predict the synergy score measuring deviation from expected non-interaction effect. Drug 1: CC1=C2C(C(=O)C3(C(CC4C(C3C(C(C2(C)C)(CC1OC(=O)C(C(C5=CC=CC=C5)NC(=O)OC(C)(C)C)O)O)OC(=O)C6=CC=CC=C6)(CO4)OC(=O)C)OC)C)OC. Drug 2: C1CCC(CC1)NC(=O)N(CCCl)N=O. Cell line: OVCAR-5. Synergy scores: CSS=55.6, Synergy_ZIP=5.64, Synergy_Bliss=4.26, Synergy_Loewe=-8.38, Synergy_HSA=5.22.